This data is from TCR-epitope binding with 47,182 pairs between 192 epitopes and 23,139 TCRs. The task is: Binary Classification. Given a T-cell receptor sequence (or CDR3 region) and an epitope sequence, predict whether binding occurs between them. (1) The epitope is FPPTSFGPL. The TCR CDR3 sequence is CATSAGVTEAFF. Result: 1 (the TCR binds to the epitope). (2) The epitope is LLWNGPMAV. The TCR CDR3 sequence is CASSIGLADYNEQFF. Result: 1 (the TCR binds to the epitope). (3) The epitope is LPRRSGAAGA. The TCR CDR3 sequence is CSVEDGGFPYEQYF. Result: 1 (the TCR binds to the epitope). (4) The epitope is VTEHDTLLY. The TCR CDR3 sequence is CAWSWSGGGTGELFF. Result: 1 (the TCR binds to the epitope). (5) The epitope is EPLPQGQLTAY. The TCR CDR3 sequence is CASSLIGRDEQFF. Result: 1 (the TCR binds to the epitope). (6) The epitope is ARMILMTHF. The TCR CDR3 sequence is CASSLGLYGEQYF. Result: 0 (the TCR does not bind to the epitope).